Dataset: Reaction yield outcomes from USPTO patents with 853,638 reactions. Task: Predict the reaction yield, written as a fraction of the theoretical maximum amount of product (1.0 means a 100% yield; for example, 0.34 means a 34% yield). (1) The reactants are C(Cl)(Cl)Cl.[F:5][C:6]([F:24])([F:23])[O:7][C:8]1[CH:13]=[CH:12][C:11]([CH:14]2[C:18]([OH:19])=[C:17]([C:20]([CH3:22])=[O:21])[CH2:16][S:15]2)=[CH:10][CH:9]=1.S(Cl)(Cl)(=O)=O. The catalyst is O. The product is [F:24][C:6]([F:5])([F:23])[O:7][C:8]1[CH:9]=[CH:10][C:11]([C:14]2[S:15][CH:16]=[C:17]([C:20]([CH3:22])=[O:21])[C:18]=2[OH:19])=[CH:12][CH:13]=1. The yield is 0.830. (2) The reactants are [Mg].Br[C:3]1[CH:8]=[CH:7][CH:6]=[C:5]([O:9][C:10]([F:13])([F:12])[F:11])[CH:4]=1.[F:14][C:15]1[CH:34]=[CH:33][C:18]([C:19]([N:21]2[CH2:26][CH2:25][CH:24]([C:27](=[O:32])N(C)OC)[CH2:23][CH2:22]2)=[O:20])=[CH:17][CH:16]=1. The catalyst is C1COCC1. The product is [F:14][C:15]1[CH:34]=[CH:33][C:18]([C:19]([N:21]2[CH2:22][CH2:23][CH:24]([C:27](=[O:32])[C:3]3[CH:8]=[CH:7][CH:6]=[C:5]([O:9][C:10]([F:13])([F:12])[F:11])[CH:4]=3)[CH2:25][CH2:26]2)=[O:20])=[CH:17][CH:16]=1. The yield is 0.210. (3) The reactants are [C:1](=[O:22])([O:20][CH3:21])[O:2][C:3]1[CH:8]=[C:7]([N+:9]([O-])=O)[C:6]([F:12])=[CH:5][C:4]=1[C:13]1([CH3:19])[CH2:18][CH2:17][CH2:16][CH2:15][CH2:14]1.C([O-])=O.[NH4+].C(OCC)(=O)C. The catalyst is CO.[Pd]. The product is [C:1](=[O:22])([O:20][CH3:21])[O:2][C:3]1[CH:8]=[C:7]([NH2:9])[C:6]([F:12])=[CH:5][C:4]=1[C:13]1([CH3:19])[CH2:18][CH2:17][CH2:16][CH2:15][CH2:14]1. The yield is 0.820. (4) The product is [O:13]1[CH:17]=[CH:16][CH:15]=[C:14]1[C:18]([NH:1][C:2]1([C:8]([OH:10])=[O:9])[CH2:7][CH2:6][CH2:5][CH2:4][CH2:3]1)=[O:19]. The yield is 0.950. The reactants are [NH2:1][C:2]1([C:8]([OH:10])=[O:9])[CH2:7][CH2:6][CH2:5][CH2:4][CH2:3]1.[OH-].[Na+].[O:13]1[CH:17]=[CH:16][CH:15]=[C:14]1[C:18](Cl)=[O:19]. The catalyst is C(OCC)(=O)C. (5) The reactants are [F:1][C:2]([F:22])([O:6][C:7]1[CH:8]=[C:9]([CH2:13][NH:14][C:15]2[CH:16]=[C:17]([OH:21])[CH:18]=[CH:19][CH:20]=2)[CH:10]=[CH:11][CH:12]=1)[CH:3]([F:5])[F:4].[F:23][C:24]([F:29])([F:28])[CH:25]1[O:27][CH2:26]1.FC(F)(F)S([O-])(=O)=O.[Yb+3].FC(F)(F)S([O-])(=O)=O.FC(F)(F)S([O-])(=O)=O.O. The catalyst is C(#N)C. The product is [F:1][C:2]([F:22])([O:6][C:7]1[CH:8]=[C:9]([CH2:13][N:14]([CH2:26][CH:25]([OH:27])[C:24]([F:29])([F:28])[F:23])[C:15]2[CH:16]=[C:17]([OH:21])[CH:18]=[CH:19][CH:20]=2)[CH:10]=[CH:11][CH:12]=1)[CH:3]([F:4])[F:5]. The yield is 0.890. (6) The reactants are [F-:1].[K+].[CH2:3]([N:10]1[CH2:18][C:17]2[C:12](=[C:13](I)[CH:14]=[CH:15][CH:16]=2)[C:11]1=[O:20])[C:4]1[CH:9]=[CH:8][CH:7]=[CH:6][CH:5]=1.COC(=O)[C:24](Cl)([F:26])[F:25]. The catalyst is CN(C=O)C.[Cu]I. The product is [CH2:3]([N:10]1[CH2:18][C:17]2[C:12](=[C:13]([C:24]([F:26])([F:1])[F:25])[CH:14]=[CH:15][CH:16]=2)[C:11]1=[O:20])[C:4]1[CH:9]=[CH:8][CH:7]=[CH:6][CH:5]=1. The yield is 0.410.